Dataset: Forward reaction prediction with 1.9M reactions from USPTO patents (1976-2016). Task: Predict the product of the given reaction. (1) Given the reactants C([O:3][C:4](=[O:24])[CH2:5][CH2:6][C:7]1[CH:12]=[CH:11][C:10]([O:13][CH2:14][CH:15]([CH3:22])[CH2:16][O:17]S(C)(=O)=O)=[CH:9][C:8]=1[CH3:23])C.[Cl:25][C:26]1[CH:31]=[CH:30][C:29](O)=[C:28]([O:33][C:34]2[CH:39]=[CH:38][CH:37]=[CH:36][CH:35]=2)[CH:27]=1, predict the reaction product. The product is: [Cl:25][C:26]1[CH:31]=[CH:30][C:29]([O:17][CH2:16][CH:15]([CH3:22])[CH2:14][O:13][C:10]2[CH:11]=[CH:12][C:7]([CH2:6][CH2:5][C:4]([OH:3])=[O:24])=[C:8]([CH3:23])[CH:9]=2)=[C:28]([O:33][C:34]2[CH:35]=[CH:36][CH:37]=[CH:38][CH:39]=2)[CH:27]=1. (2) Given the reactants P([O:13][CH2:14][CH2:15][N:16]([CH2:21][CH2:22][CH2:23][O:24][C:25]1[CH:34]=[C:33]2[C:28]([C:29]([NH:35][C:36]3[CH:40]=[C:39]([CH2:41][C:42]([NH:44][C:45]4[CH:50]=[CH:49][CH:48]=[C:47]([F:51])[C:46]=4[F:52])=[O:43])[NH:38][N:37]=3)=[N:30][CH:31]=[N:32]2)=[CH:27][CH:26]=1)[CH2:17][CH2:18][CH2:19][CH3:20])(OC(C)(C)C)(OC(C)(C)C)=O.C(NCCO)CCC, predict the reaction product. The product is: [F:52][C:46]1[C:47]([F:51])=[CH:48][CH:49]=[CH:50][C:45]=1[NH:44][C:42](=[O:43])[CH2:41][C:39]1[NH:38][N:37]=[C:36]([NH:35][C:29]2[C:28]3[C:33](=[CH:34][C:25]([O:24][CH2:23][CH2:22][CH2:21][N:16]([CH2:15][CH2:14][OH:13])[CH2:17][CH2:18][CH2:19][CH3:20])=[CH:26][CH:27]=3)[N:32]=[CH:31][N:30]=2)[CH:40]=1. (3) Given the reactants ClC1C=CC([N:8]([CH2:30][CH3:31])[C:9]([C@@H:11]2[C:20]3[C:15](=[CH:16][CH:17]=[CH:18][CH:19]=3)[N:14]([C:21]([C:23]3[CH:24]=[N:25][CH:26]=[N:27][CH:28]=3)=[O:22])[C@@H:13]([CH3:29])[CH2:12]2)=[O:10])=CC=1.FC(F)(F)[C:34]1[CH:42]=[CH:41][C:37](C([Cl:40])=O)=[CH:36][CH:35]=1.N1C=C(C(O)=O)C=NC=1.C(Cl)(=O)C([Cl:57])=O, predict the reaction product. The product is: [N:25]1[CH:24]=[C:23]([C:21]([Cl:40])=[O:22])[CH:28]=[N:27][CH:26]=1.[Cl:57][C:34]1[CH:42]=[CH:41][C:37]([CH2:31][CH2:30][NH:8][C:9]([CH:11]2[C:20]3[C:15](=[CH:16][CH:17]=[CH:18][CH:19]=3)[N:14]([C:21]([C:23]3[CH:24]=[N:25][CH:26]=[N:27][CH:28]=3)=[O:22])[CH:13]([CH3:29])[CH2:12]2)=[O:10])=[CH:36][CH:35]=1. (4) Given the reactants [Cl:1][C:2]1[C:32]([CH3:33])=[CH:31][C:5]([O:6][CH2:7][CH2:8][CH2:9][C:10]2[C:18]3[C:13](=[CH:14][CH:15]=[CH:16][CH:17]=3)[N:12]([CH2:19][CH2:20][S:21]([O:24]C3C=CC=CC=3)(=[O:23])=[O:22])[CH:11]=2)=[CH:4][C:3]=1[CH3:34].[OH-].[Na+], predict the reaction product. The product is: [Cl:1][C:2]1[C:3]([CH3:34])=[CH:4][C:5]([O:6][CH2:7][CH2:8][CH2:9][C:10]2[C:18]3[C:13](=[CH:14][CH:15]=[CH:16][CH:17]=3)[N:12]([CH2:19][CH2:20][S:21]([OH:24])(=[O:22])=[O:23])[CH:11]=2)=[CH:31][C:32]=1[CH3:33]. (5) The product is: [CH2:23]([O:9][C:6]1[CH:5]=[C:4]([CH2:10][CH2:11][C:12]([O:14][CH2:15][CH3:16])=[O:13])[CH:3]=[C:2]([F:1])[C:7]=1[F:8])[C:24]1[CH:29]=[CH:28][CH:27]=[CH:26][CH:25]=1. Given the reactants [F:1][C:2]1[CH:3]=[C:4]([CH2:10][CH2:11][C:12]([O:14][CH2:15][CH3:16])=[O:13])[CH:5]=[C:6]([OH:9])[C:7]=1[F:8].C([O-])([O-])=O.[K+].[K+].[CH2:23](Br)[C:24]1[CH:29]=[CH:28][CH:27]=[CH:26][CH:25]=1.N(CC)CC, predict the reaction product. (6) Given the reactants CON(C)[C:4](=[O:18])[CH:5]([O:16][CH3:17])[C:6]1[CH:15]=[CH:14][CH:13]=[C:12]2[C:7]=1[CH:8]=[CH:9][CH:10]=[N:11]2.[Br:20][C:21]1[C:26]([O:27][CH3:28])=[CH:25][C:24]([C:29]2[O:30][CH:31]=[CH:32][CH:33]=2)=[CH:23][C:22]=1[O:34][CH3:35], predict the reaction product. The product is: [Br:20][C:21]1[C:22]([O:34][CH3:35])=[CH:23][C:24]([C:29]2[O:30][C:31]([C:4](=[O:18])[CH:5]([O:16][CH3:17])[C:6]3[CH:15]=[CH:14][CH:13]=[C:12]4[C:7]=3[CH:8]=[CH:9][CH:10]=[N:11]4)=[CH:32][CH:33]=2)=[CH:25][C:26]=1[O:27][CH3:28].